From a dataset of Reaction yield outcomes from USPTO patents with 853,638 reactions. Predict the reaction yield, written as a fraction of the theoretical maximum amount of product (1.0 means a 100% yield; for example, 0.34 means a 34% yield). (1) The reactants are [CH2:1]([C:8]1[CH:16]=[C:15]([Cl:17])[CH:14]=[CH:13][C:9]=1[C:10]([OH:12])=O)[C:2]1[CH:7]=[CH:6][CH:5]=[CH:4][CH:3]=1.[C:18]1([S:28]([NH2:31])(=[O:30])=[O:29])[C:19]([S:24]([NH2:27])(=[O:26])=[O:25])=[CH:20][CH:21]=[CH:22][CH:23]=1.C(Cl)CCl. The catalyst is CN(C1C=CN=CC=1)C. The product is [CH2:1]([C:8]1[CH:16]=[C:15]([Cl:17])[CH:14]=[CH:13][C:9]=1[C:10]([NH:31][S:28]([C:18]1[CH:23]=[CH:22][CH:21]=[CH:20][C:19]=1[S:24](=[O:26])(=[O:25])[NH2:27])(=[O:30])=[O:29])=[O:12])[C:2]1[CH:3]=[CH:4][CH:5]=[CH:6][CH:7]=1. The yield is 0.110. (2) The reactants are [CH3:1][S:2]([C:5]1[CH:6]=[C:7]2[C:12](=[CH:13][CH:14]=1)[N:11]=[C:10]([C:15]1[CH:20]=[CH:19][CH:18]=[C:17]([C:21]([F:24])([F:23])[F:22])[CH:16]=1)[C:9]([CH2:25][N:26]1[CH2:31][CH2:30][C:29](=O)[CH2:28][CH2:27]1)=[C:8]2[C:33]([NH:35][C@H:36]([C:41]1[CH:46]=[CH:45][CH:44]=[CH:43][CH:42]=1)[C:37]([F:40])([F:39])[F:38])=[O:34])(=[O:4])=[O:3].C(O)(=O)C.[CH3:51][C@H:52]1[CH2:56][CH2:55][CH2:54][NH:53]1.C(O[BH-](OC(=O)C)OC(=O)C)(=O)C.[Na+]. The catalyst is ClCCl. The product is [CH3:51][C@@H:52]1[CH2:56][CH2:55][CH2:54][N:53]1[CH:29]1[CH2:28][CH2:27][N:26]([CH2:25][C:9]2[C:10]([C:15]3[CH:20]=[CH:19][CH:18]=[C:17]([C:21]([F:23])([F:24])[F:22])[CH:16]=3)=[N:11][C:12]3[C:7]([C:8]=2[C:33]([NH:35][C@H:36]([C:41]2[CH:46]=[CH:45][CH:44]=[CH:43][CH:42]=2)[C:37]([F:40])([F:39])[F:38])=[O:34])=[CH:6][C:5]([S:2]([CH3:1])(=[O:4])=[O:3])=[CH:14][CH:13]=3)[CH2:31][CH2:30]1. The yield is 0.320. (3) The reactants are [C:1]([C:9]1[CH:14]=[C:13](Br)[CH:12]=[CH:11][C:10]=1[NH:16][C:17](=[O:22])[C:18]([F:21])([F:20])[F:19])(=[O:8])[C:2]1[CH:7]=[CH:6][CH:5]=[CH:4][CH:3]=1.[CH2:23]([Sn](CCCC)(CCCC)C=C)[CH2:24]CC. The catalyst is C1(C)C=CC=CC=1.[Pd].C1(P(C2C=CC=CC=2)C2C=CC=CC=2)C=CC=CC=1.C1(P(C2C=CC=CC=2)C2C=CC=CC=2)C=CC=CC=1.C1(P(C2C=CC=CC=2)C2C=CC=CC=2)C=CC=CC=1.C1(P(C2C=CC=CC=2)C2C=CC=CC=2)C=CC=CC=1. The product is [C:1]([C:9]1[CH:14]=[C:13]([CH:23]=[CH2:24])[CH:12]=[CH:11][C:10]=1[NH:16][C:17](=[O:22])[C:18]([F:21])([F:20])[F:19])(=[O:8])[C:2]1[CH:7]=[CH:6][CH:5]=[CH:4][CH:3]=1. The yield is 0.700. (4) The reactants are Br[CH2:2][C:3]1[C:12]([Cl:13])=[N:11][CH:10]=[CH:9][C:4]=1[C:5]([O:7]C)=O.Cl.[F:15][C:16]([F:30])([F:29])[CH2:17][O:18][C:19]1[N:24]=[CH:23][C:22]([CH:25]([NH2:28])[CH2:26][CH3:27])=[CH:21][CH:20]=1. No catalyst specified. The product is [Cl:13][C:12]1[C:3]2[CH2:2][N:28]([CH:25]([C:22]3[CH:23]=[N:24][C:19]([O:18][CH2:17][C:16]([F:30])([F:15])[F:29])=[CH:20][CH:21]=3)[CH2:26][CH3:27])[C:5](=[O:7])[C:4]=2[CH:9]=[CH:10][N:11]=1. The yield is 0.510. (5) The reactants are [F:1][C:2]1[CH:3]=[C:4]([CH:7]=[CH:8][C:9]=1[OH:10])[CH:5]=[O:6].N1C=CC=CC=1.[CH3:17][N:18]([CH3:22])[C:19](Cl)=[O:20]. The catalyst is C(Cl)Cl.O. The product is [CH3:17][N:18]([CH3:22])[C:19](=[O:20])[O:10][C:9]1[CH:8]=[CH:7][C:4]([CH:5]=[O:6])=[CH:3][C:2]=1[F:1]. The yield is 0.960. (6) The reactants are [NH2:1][C@H:2]([CH2:19][CH3:20])[CH2:3][N:4]1[CH:8]=[CH:7][C:6]([C:9]2[CH:16]=[CH:15][C:12]([C:13]#[N:14])=[C:11]([Cl:17])[C:10]=2[CH3:18])=[N:5]1.[C:21]([C:24]1[S:25][CH:26]=[C:27]([C:29](O)=[O:30])[N:28]=1)(=[O:23])[CH3:22]. No catalyst specified. The product is [C:21]([C:24]1[S:25][CH:26]=[C:27]([C:29]([NH:1][C@H:2]([CH2:19][CH3:20])[CH2:3][N:4]2[CH:8]=[CH:7][C:6]([C:9]3[CH:16]=[CH:15][C:12]([C:13]#[N:14])=[C:11]([Cl:17])[C:10]=3[CH3:18])=[N:5]2)=[O:30])[N:28]=1)(=[O:23])[CH3:22]. The yield is 0.114.